This data is from Peptide-MHC class I binding affinity with 185,985 pairs from IEDB/IMGT. The task is: Regression. Given a peptide amino acid sequence and an MHC pseudo amino acid sequence, predict their binding affinity value. This is MHC class I binding data. (1) The peptide sequence is VISKIYTLIY. The MHC is HLA-A11:01 with pseudo-sequence HLA-A11:01. The binding affinity (normalized) is 0.563. (2) The peptide sequence is PLYRLSPKK. The MHC is HLA-B08:02 with pseudo-sequence HLA-B08:02. The binding affinity (normalized) is 0.0847. (3) The peptide sequence is LLMGCDIVL. The MHC is HLA-A02:01 with pseudo-sequence HLA-A02:01. The binding affinity (normalized) is 0.924. (4) The peptide sequence is KGHLPLLDK. The MHC is HLA-A26:03 with pseudo-sequence HLA-A26:03. The binding affinity (normalized) is 0.0847. (5) The peptide sequence is IADIRDKYM. The MHC is HLA-A02:01 with pseudo-sequence HLA-A02:01. The binding affinity (normalized) is 0.137.